This data is from Reaction yield outcomes from USPTO patents with 853,638 reactions. The task is: Predict the reaction yield, written as a fraction of the theoretical maximum amount of product (1.0 means a 100% yield; for example, 0.34 means a 34% yield). (1) The reactants are [N+:1]([C:4]1[CH:5]=[CH:6][C:7]([N:10]2[CH2:15][CH2:14][O:13][CH2:12][CH2:11]2)=[N:8][CH:9]=1)([O-])=O. The catalyst is [Pd].CCO. The product is [O:13]1[CH2:14][CH2:15][N:10]([C:7]2[N:8]=[CH:9][C:4]([NH2:1])=[CH:5][CH:6]=2)[CH2:11][CH2:12]1. The yield is 0.880. (2) The reactants are COC1C=C(OC)C=CC=1C[N:6]([C:32]1[CH:37]=[CH:36][N:35]=[CH:34][N:33]=1)[S:7]([C:10]1[CH:15]=[C:14]([F:16])[C:13]([O:17][C@H:18]2[CH2:22][C@@H:21]([O:23][CH3:24])[CH2:20][C@@H:19]2[C:25]2[N:29]([CH3:30])[N:28]=[CH:27][CH:26]=2)=[CH:12][C:11]=1[F:31])(=[O:9])=[O:8].C([SiH](CC)CC)C.FC(F)(F)C(O)=O. The catalyst is ClCCl. The product is [F:31][C:11]1[CH:12]=[C:13]([O:17][C@H:18]2[CH2:22][C@@H:21]([O:23][CH3:24])[CH2:20][C@@H:19]2[C:25]2[N:29]([CH3:30])[N:28]=[CH:27][CH:26]=2)[C:14]([F:16])=[CH:15][C:10]=1[S:7]([NH:6][C:32]1[CH:37]=[CH:36][N:35]=[CH:34][N:33]=1)(=[O:8])=[O:9]. The yield is 0.880.